This data is from Forward reaction prediction with 1.9M reactions from USPTO patents (1976-2016). The task is: Predict the product of the given reaction. (1) The product is: [CH3:27][C:15]([CH2:16][CH2:17][CH:18]=[C:19]([CH3:26])[CH2:20][CH2:21][CH:22]=[C:23]([CH3:24])[CH3:25])=[CH:14][CH2:13][CH2:12][CH2:11][O:10][CH2:29][C@@H:30]([C@@H:32]([CH2:34][OH:35])[OH:33])[OH:31]. Given the reactants C1(C)C=CC(S([O:10][CH2:11][CH2:12][CH2:13][CH:14]=[C:15]([CH3:27])[CH2:16][CH2:17][CH:18]=[C:19]([CH3:26])[CH2:20][CH2:21][CH:22]=[C:23]([CH3:25])[CH3:24])(=O)=O)=CC=1.[CH2:29](O)[C@@H:30]([C@@H:32]([CH2:34][OH:35])[OH:33])[OH:31].OCC(CO)O, predict the reaction product. (2) Given the reactants [Cl:1][C:2]1[CH:3]=[CH:4][C:5]([CH2:11][OH:12])=[C:6]([NH:8][CH:9]=[O:10])[CH:7]=1.[Cr](O[Cr]([O-])(=O)=O)([O-])(=O)=O.[NH+]1C=CC=CC=1.[NH+]1C=CC=CC=1, predict the reaction product. The product is: [Cl:1][C:2]1[CH:3]=[CH:4][C:5]([CH:11]=[O:12])=[C:6]([NH:8][CH:9]=[O:10])[CH:7]=1. (3) Given the reactants [Cl:1][C:2]1[CH:16]=[CH:15][C:5]([O:6][C:7]2[CH:12]=[CH:11][C:10]([NH:13][CH3:14])=[CH:9][N:8]=2)=[C:4]([CH3:17])[CH:3]=1.[CH3:18][C:19]1[CH:27]=[CH:26][CH:25]=[CH:24][C:20]=1[C:21](Cl)=[O:22].ClC1C=CC=C(Cl)C=1C(N(C1C=NC(OC2C=CC(Cl)=CC=2C)=CC=1)C)=O, predict the reaction product. The product is: [CH3:18][C:19]1[CH:27]=[CH:26][CH:25]=[CH:24][C:20]=1[C:21]([N:13]([C:10]1[CH:9]=[N:8][C:7]([O:6][C:5]2[CH:15]=[CH:16][C:2]([Cl:1])=[CH:3][C:4]=2[CH3:17])=[CH:12][CH:11]=1)[CH3:14])=[O:22]. (4) Given the reactants [CH3:1][O:2][C:3](=[O:9])[CH2:4][CH2:5][CH2:6][O:7][CH3:8].[CH:10](OCC)=[O:11], predict the reaction product. The product is: [CH3:1][O:2][C:3](=[O:9])[CH:4]([CH:10]=[O:11])[CH2:5][CH2:6][O:7][CH3:8]. (5) Given the reactants [C:1]([Si:5]([CH3:8])([CH3:7])Cl)([CH3:4])([CH3:3])[CH3:2].N1C=CN=C1.[OH:14][CH2:15][C:16]1[CH:23]=[CH:22][C:19]([CH:20]=[O:21])=[CH:18][CH:17]=1.CCOC(C)=O, predict the reaction product. The product is: [Si:5]([O:21][CH2:20][C:19]1[CH:22]=[CH:23][C:16]([CH:15]=[O:14])=[CH:17][CH:18]=1)([C:1]([CH3:4])([CH3:3])[CH3:2])([CH3:8])[CH3:7]. (6) Given the reactants [Br:1][C:2]1[CH:7]=[CH:6][N:5]=[C:4]([NH2:8])[CH:3]=1.Br[CH2:10][C:11]([C:13]1[CH:18]=[CH:17][CH:16]=[C:15]([O:19][CH3:20])[CH:14]=1)=O, predict the reaction product. The product is: [Br:1][C:2]1[CH:7]=[CH:6][N:5]2[CH:10]=[C:11]([C:13]3[CH:18]=[CH:17][CH:16]=[C:15]([O:19][CH3:20])[CH:14]=3)[N:8]=[C:4]2[CH:3]=1. (7) The product is: [CH3:3][N:4]1[CH:8]=[C:7]([C:9]2[CH:32]=[CH:31][C:12]3[N:13]([C:16]4[CH:17]=[C:18]([CH:19]=[C:20]([N:22]5[CH:23]=[CH:24][CH:25]=[CH:26]5)[CH:21]=4)[NH2:27])[CH:14]=[N:15][C:11]=3[CH:10]=2)[CH:6]=[N:5]1. Given the reactants [OH-].[Na+].[CH3:3][N:4]1[CH:8]=[C:7]([C:9]2[CH:32]=[CH:31][C:12]3[N:13]([C:16]4[CH:17]=[C:18]([NH:27]C(=O)C)[CH:19]=[C:20]([N:22]5[CH:26]=[CH:25][CH:24]=[CH:23]5)[CH:21]=4)[CH:14]=[N:15][C:11]=3[CH:10]=2)[CH:6]=[N:5]1, predict the reaction product.